From a dataset of Reaction yield outcomes from USPTO patents with 853,638 reactions. Predict the reaction yield, written as a fraction of the theoretical maximum amount of product (1.0 means a 100% yield; for example, 0.34 means a 34% yield). (1) The reactants are [Si]([O:8][CH2:9][C@H:10]([O:12][C:13]1[CH:14]=[CH:15][CH:16]=[C:17]2[C:22]=1[N:21]=[C:20]([C:23]1[N:27]3[CH:28]=[C:29]([C@@H:32]([N:37]4[CH2:41][CH2:40][C@H:39]([NH:42]C(=O)OC(C)(C)C)[CH2:38]4)[C:33]([F:36])([F:35])[F:34])[CH:30]=[CH:31][C:26]3=[N:25][N:24]=1)[CH:19]=[CH:18]2)[CH3:11])(C(C)(C)C)(C)C.FC(F)(F)C(O)=O.[Cl:57]CCl. No catalyst specified. The product is [ClH:57].[ClH:57].[NH2:42][C@H:39]1[CH2:40][CH2:41][N:37]([C@H:32]([C:29]2[CH:30]=[CH:31][C:26]3[N:27]([C:23]([C:20]4[CH:19]=[CH:18][C:17]5[C:22](=[C:13]([O:12][C@H:10]([CH3:11])[CH2:9][OH:8])[CH:14]=[CH:15][CH:16]=5)[N:21]=4)=[N:24][N:25]=3)[CH:28]=2)[C:33]([F:35])([F:36])[F:34])[CH2:38]1. The yield is 0.730. (2) The reactants are [CH2:1]1[C:6](=O)[N:5]([Br:8])[C:3](=[O:4])C1.CNC(=O)[O-:12].[CH3:14][O:15][C:16]1[CH:17]=[CH:18][C:19]2[CH:20]([CH3:28])[CH:21]3[CH2:25][NH:24][CH2:23][CH:22]3[C:26]=2[CH:27]=1. The catalyst is CC#N.O.CCOC(C)=O. The product is [CH2:6]([NH:5][C:3](=[O:12])[O-:4])[CH3:1].[CH3:14][O:15][C:16]1[C:17]([Br:8])=[CH:18][C:19]2[CH:20]([CH3:28])[CH:21]3[CH2:25][NH:24][CH2:23][CH:22]3[C:26]=2[CH:27]=1. The yield is 0.940. (3) The reactants are C(OC([N:8]1[CH2:12][CH:11]([NH:13][C:14](=[O:39])[CH:15]([NH:20][C:21](=[O:38])[CH:22]([CH:32]2[CH2:37][CH2:36][CH2:35][CH2:34][CH2:33]2)[NH:23][C:24]([C:26]2[CH:31]=[N:30][CH:29]=[CH:28][N:27]=2)=[O:25])[C:16]([CH3:19])([CH3:18])[CH3:17])[CH:10]([C:40]([O:42]C(C)(C)C)=[O:41])[CH2:9]1)=O)(C)(C)C.[S:47](Cl)(Cl)(=[O:49])=[O:48]. The catalyst is ClCCl. The product is [C:10]([O:42][C:40]([CH:10]1[CH:11]([NH:13][C:14](=[O:39])[CH:15]([NH:20][C:21](=[O:38])[CH:22]([CH:32]2[CH2:33][CH2:34][CH2:35][CH2:36][CH2:37]2)[NH:23][C:24]([C:26]2[CH:31]=[N:30][CH:29]=[CH:28][N:27]=2)=[O:25])[C:16]([CH3:19])([CH3:17])[CH3:18])[CH2:12][N:8]([S:47]([C:35]2[CH:36]=[CH:37][C:32]([CH3:22])=[CH:33][CH:34]=2)(=[O:49])=[O:48])[CH2:9]1)=[O:41])([CH3:40])([CH3:9])[CH3:11]. The yield is 0.930. (4) The reactants are Br[CH2:2][C:3](=O)[CH2:4][CH:5]1[CH2:10][CH2:9][N:8]([C:11]([O:13][C:14]([CH3:17])([CH3:16])[CH3:15])=[O:12])[CH2:7][CH2:6]1.[Br:19][C:20]1[CH:21]=[C:22]([O:30][C:31]2[CH:36]=[CH:35][CH:34]=[CH:33][CH:32]=2)[C:23]([NH:26][C:27]([NH2:29])=[S:28])=[N:24][CH:25]=1.C(N(CC)CC)C. The catalyst is C(O)C. The product is [Br:19][C:20]1[CH:21]=[C:22]([O:30][C:31]2[CH:32]=[CH:33][CH:34]=[CH:35][CH:36]=2)[C:23]([NH:26][C:27]2[S:28][CH:2]=[C:3]([CH2:4][CH:5]3[CH2:10][CH2:9][N:8]([C:11]([O:13][C:14]([CH3:17])([CH3:16])[CH3:15])=[O:12])[CH2:7][CH2:6]3)[N:29]=2)=[N:24][CH:25]=1. The yield is 0.920. (5) The reactants are [NH2:1][C:2]1[CH:7]=[CH:6][C:5]([CH:8]2[C:17]([CH3:19])([CH3:18])[CH2:16][C:15]3[C:10](=[CH:11][CH:12]=[C:13]([C:20]([O:22][CH3:23])=[O:21])[CH:14]=3)[NH:9]2)=[CH:4][CH:3]=1.C(N(CC)C(C)C)(C)C.[C:33](Cl)(=[O:37])[CH:34]([CH3:36])[CH3:35]. The catalyst is ClCCl. The product is [C:33]([NH:1][C:2]1[CH:3]=[CH:4][C:5]([CH:8]2[C:17]([CH3:18])([CH3:19])[CH2:16][C:15]3[C:10](=[CH:11][CH:12]=[C:13]([C:20]([O:22][CH3:23])=[O:21])[CH:14]=3)[NH:9]2)=[CH:6][CH:7]=1)(=[O:37])[CH:34]([CH3:36])[CH3:35]. The yield is 0.680. (6) The catalyst is C(O)C. The reactants are [CH3:1][O:2][C:3]1[CH:4]=[C:5]([NH:15][C:16]([NH2:18])=[S:17])[CH:6]=[CH:7][C:8]=1[N:9]1[CH:13]=[C:12]([CH3:14])[N:11]=[CH:10]1.Br[CH:20]1[C:25](=O)[CH:24]([C:27]2[CH:32]=[CH:31][C:30]([Cl:33])=[CH:29][CH:28]=2)[CH2:23][CH2:22][CH2:21]1. The product is [Cl:33][C:30]1[CH:31]=[CH:32][C:27]([CH:24]2[C:23]3[N:18]=[C:16]([NH:15][C:5]4[CH:6]=[CH:7][C:8]([N:9]5[CH:13]=[C:12]([CH3:14])[N:11]=[CH:10]5)=[C:3]([O:2][CH3:1])[CH:4]=4)[S:17][C:22]=3[CH2:21][CH2:20][CH2:25]2)=[CH:28][CH:29]=1. The yield is 0.190.